This data is from Forward reaction prediction with 1.9M reactions from USPTO patents (1976-2016). The task is: Predict the product of the given reaction. Given the reactants [CH3:1][C@H:2]1[N:7]2[C:8]([C:11]3([C:14]([F:17])([F:16])[F:15])[CH2:13][CH2:12]3)=[N:9][N:10]=[C:6]2[C@@H:5]([NH2:18])[CH2:4][C@H:3]1[C:19]1[CH:24]=[CH:23][CH:22]=[CH:21][CH:20]=1.[O:25]=[C:26]1[NH:34][C:29]2=[N:30][CH:31]=[CH:32][CH:33]=[C:28]2[C@:27]21[CH2:42][C:41]1[C:36](=[CH:37][CH:38]=[C:39]([C:43](O)=[O:44])[CH:40]=1)[CH2:35]2.ON1C2N=CC=CC=2N=N1.CN1CCOCC1.Cl.CN(C)CCCN=C=NCC, predict the reaction product. The product is: [CH3:1][C@H:2]1[N:7]2[C:8]([C:11]3([C:14]([F:15])([F:16])[F:17])[CH2:13][CH2:12]3)=[N:9][N:10]=[C:6]2[C@@H:5]([NH:18][C:43]([C:39]2[CH:40]=[C:41]3[C:36](=[CH:37][CH:38]=2)[CH2:35][C@:27]2([C:28]4[C:29](=[N:30][CH:31]=[CH:32][CH:33]=4)[NH:34][C:26]2=[O:25])[CH2:42]3)=[O:44])[CH2:4][C@H:3]1[C:19]1[CH:20]=[CH:21][CH:22]=[CH:23][CH:24]=1.